Task: Predict the reactants needed to synthesize the given product.. Dataset: Full USPTO retrosynthesis dataset with 1.9M reactions from patents (1976-2016) (1) Given the product [CH3:31][C@H:28]1[CH2:29][CH2:30][C@H:25]([N:8]([CH2:7][CH2:6][O:5][CH2:4][C:3]2[CH:32]=[CH:33][CH:34]=[CH:35][N:40]=2)[C:9](=[O:24])[NH:10][C:11]2[S:12][C:13]([S:16][CH2:49][C:48]([OH:57])=[O:47])=[CH:14][N:15]=2)[CH2:26][CH2:27]1, predict the reactants needed to synthesize it. The reactants are: ClC1[CH:35]=[CH:34][CH:33]=[CH:32][C:3]=1[CH2:4][O:5][CH2:6][CH2:7][N:8]([C@H:25]1[CH2:30][CH2:29][C@H:28]([CH3:31])[CH2:27][CH2:26]1)[C:9](=[O:24])[NH:10][C:11]1[S:12][C:13]([S:16]CC(C)(C)C(O)=O)=[CH:14][N:15]=1.Br.BrCC1C=CC=C[N:40]=1.C([O:47][C:48](=[O:57])[CH2:49]SC1SC(N)=NC=1)C. (2) Given the product [F:30][C:28]1[CH:27]=[C:26]([S:31]([NH:1][C:4]2[CH:13]=[CH:12][CH:11]=[C:10]3[C:5]=2[CH:6]=[CH:7][C:8]([NH:22][CH2:21][C:19]2[O:20][C:16]([CH3:15])=[CH:17][CH:18]=2)=[N:9]3)(=[O:32])=[O:33])[CH:25]=[C:24]([F:23])[CH:29]=1, predict the reactants needed to synthesize it. The reactants are: [N+:1]([C:4]1[CH:13]=[CH:12][CH:11]=[C:10]2[C:5]=1[CH:6]=[CH:7][C:8](Cl)=[N:9]2)([O-])=O.[CH3:15][C:16]1[O:20][C:19]([CH2:21][NH2:22])=[CH:18][CH:17]=1.[F:23][C:24]1[CH:25]=[C:26]([S:31](Cl)(=[O:33])=[O:32])[CH:27]=[C:28]([F:30])[CH:29]=1. (3) Given the product [N+:1]([C:4]1[CH:16]=[CH:15][C:7]([O:8][CH:9]2[CH2:14][CH2:13][N:12]([CH:23]3[CH2:24][O:21][CH2:22]3)[CH2:11][CH2:10]2)=[C:6]([C:17]([F:20])([F:18])[F:19])[CH:5]=1)([O-:3])=[O:2], predict the reactants needed to synthesize it. The reactants are: [N+:1]([C:4]1[CH:16]=[CH:15][C:7]([O:8][CH:9]2[CH2:14][CH2:13][NH:12][CH2:11][CH2:10]2)=[C:6]([C:17]([F:20])([F:19])[F:18])[CH:5]=1)([O-:3])=[O:2].[O:21]1[CH2:24][C:23](=O)[CH2:22]1.C(O[BH-](OC(=O)C)OC(=O)C)(=O)C.[Na+].C([O-])(O)=O.[Na+]. (4) Given the product [C:1]([O:5][C:6]([N:8]1[CH2:12][CH2:11][C:10]([CH2:27][C:28]2[CH:29]=[CH:30][CH:31]=[CH:32][CH:33]=2)([C:13]([C:15]2[CH:16]=[C:17]3[C:21](=[CH:22][CH:23]=2)[NH:20][C:19](=[O:24])[CH2:18]3)=[O:14])[CH2:9]1)=[O:7])([CH3:4])([CH3:2])[CH3:3], predict the reactants needed to synthesize it. The reactants are: [C:1]([O:5][C:6]([N:8]1[CH2:12][CH2:11][C:10]([CH2:27][C:28]2[CH:33]=[CH:32][CH:31]=[CH:30][CH:29]=2)([C:13]([C:15]2[CH:16]=[C:17]3[C:21](=[CH:22][CH:23]=2)[NH:20][C:19](=[O:24])[C:18]3(Br)Br)=[O:14])[CH2:9]1)=[O:7])([CH3:4])([CH3:3])[CH3:2].